This data is from Reaction yield outcomes from USPTO patents with 853,638 reactions. The task is: Predict the reaction yield, written as a fraction of the theoretical maximum amount of product (1.0 means a 100% yield; for example, 0.34 means a 34% yield). (1) The product is [OH:3][NH:2][C:19]([C:16]1[CH:17]=[C:18]2[C:13](=[CH:14][CH:15]=1)[N:12]=[CH:11][N:10]([C:23]([C:26]1[CH:31]=[CH:30][CH:29]=[CH:28][CH:27]=1)([CH3:25])[CH3:24])[C:9]2=[O:8])=[O:20]. The reactants are Cl.[NH2:2][OH:3].[OH-].[K+].NO.[O:8]=[C:9]1[C:18]2[C:13](=[CH:14][CH:15]=[C:16]([C:19](OC)=[O:20])[CH:17]=2)[N:12]=[CH:11][N:10]1[C:23]([C:26]1[CH:31]=[CH:30][CH:29]=[CH:28][CH:27]=1)([CH3:25])[CH3:24].C(O)(=O)C. The catalyst is CO.CN(C=O)C. The yield is 0.750. (2) The reactants are C(OC([NH:8][CH2:9][C@H:10]([N:15]1[CH2:19][CH2:18][CH2:17][CH2:16]1)[C:11]([O:13][CH3:14])=[O:12])=O)(C)(C)C.[ClH:20]. No catalyst specified. The product is [ClH:20].[ClH:20].[NH2:8][CH2:9][C@H:10]([N:15]1[CH2:16][CH2:17][CH2:18][CH2:19]1)[C:11]([O:13][CH3:14])=[O:12]. The yield is 0.880. (3) The reactants are [CH3:1][O:2][C:3](=[O:26])[CH2:4][CH2:5][S:6][CH2:7][C:8]1[CH:13]=[CH:12][C:11]([C:14]2[O:18][N:17]=[CH:16][C:15]=2[C:19]([O:21]C(C)(C)C)=[O:20])=[CH:10][CH:9]=1.Cl. The catalyst is O1CCOCC1. The product is [CH3:1][O:2][C:3](=[O:26])[CH2:4][CH2:5][S:6][CH2:7][C:8]1[CH:13]=[CH:12][C:11]([C:14]2[O:18][N:17]=[CH:16][C:15]=2[C:19]([OH:21])=[O:20])=[CH:10][CH:9]=1. The yield is 0.980. (4) The catalyst is C1COCC1. The reactants are C[O:2][C:3]([C:5]1[C:13]2[O:12][C:11]([C:14]3[CH:19]=[CH:18][C:17]([O:20][CH3:21])=[C:16]([F:22])[CH:15]=3)=[CH:10][C:9]=2[CH:8]=[C:7]([O:23][CH3:24])[CH:6]=1)=O.[Li]. The product is [F:22][C:16]1[CH:15]=[C:14]([C:11]2[O:12][C:13]3[C:5]([CH2:3][OH:2])=[CH:6][C:7]([O:23][CH3:24])=[CH:8][C:9]=3[CH:10]=2)[CH:19]=[CH:18][C:17]=1[O:20][CH3:21]. The yield is 0.730.